From a dataset of Peptide-MHC class II binding affinity with 134,281 pairs from IEDB. Regression. Given a peptide amino acid sequence and an MHC pseudo amino acid sequence, predict their binding affinity value. This is MHC class II binding data. (1) The peptide sequence is TPTSLLISWGHYPLH. The MHC is DRB3_0202 with pseudo-sequence DRB3_0202. The binding affinity (normalized) is 0.307. (2) The peptide sequence is YAGIRRDGLLLRLVD. The MHC is DRB1_0404 with pseudo-sequence DRB1_0404. The binding affinity (normalized) is 0.552. (3) The peptide sequence is GRLIQNSITIERMVL. The MHC is DRB1_1501 with pseudo-sequence DRB1_1501. The binding affinity (normalized) is 0.244. (4) The peptide sequence is LGQQQPFPPQQPYPQ. The MHC is HLA-DQA10102-DQB10602 with pseudo-sequence HLA-DQA10102-DQB10602. The binding affinity (normalized) is 0.152.